From a dataset of TCR-epitope binding with 47,182 pairs between 192 epitopes and 23,139 TCRs. Binary Classification. Given a T-cell receptor sequence (or CDR3 region) and an epitope sequence, predict whether binding occurs between them. (1) The epitope is ITEEVGHTDLMAAY. The TCR CDR3 sequence is CASSQATSGGTEQFF. Result: 1 (the TCR binds to the epitope). (2) The epitope is YYRRATRRIR. The TCR CDR3 sequence is CASSSAGGNEQFF. Result: 0 (the TCR does not bind to the epitope). (3) The epitope is ISPRTLNAW. The TCR CDR3 sequence is CASSVGGANTEAFF. Result: 0 (the TCR does not bind to the epitope). (4) The epitope is GTSGSPIIDK. The TCR CDR3 sequence is CANPIEGNEQFF. Result: 1 (the TCR binds to the epitope). (5) Result: 0 (the TCR does not bind to the epitope). The TCR CDR3 sequence is CASSIFGSPRGEQYF. The epitope is TPGPGVRYPL. (6) The epitope is TLVPQEHYV. The TCR CDR3 sequence is CASSQVARTIDSYNEQFF. Result: 1 (the TCR binds to the epitope). (7) The epitope is KLNVGDYFV. The TCR CDR3 sequence is CASSQVQGASDTQYF. Result: 1 (the TCR binds to the epitope). (8) The epitope is MLNIPSINV. The TCR CDR3 sequence is CASSFKPGQQGDSPLHF. Result: 0 (the TCR does not bind to the epitope). (9) The epitope is ILKEPVHGV. The TCR CDR3 sequence is CASSHPRGRLNTEAFF. Result: 0 (the TCR does not bind to the epitope).